This data is from Reaction yield outcomes from USPTO patents with 853,638 reactions. The task is: Predict the reaction yield, written as a fraction of the theoretical maximum amount of product (1.0 means a 100% yield; for example, 0.34 means a 34% yield). (1) The reactants are [C:1]([C:3]1[CH:4]=[C:5]([NH:9][C:10]2[C:19]3[C:14](=[CH:15][C:16]([N+:20]([O-])=O)=[CH:17][CH:18]=3)[N:13]=[CH:12][N:11]=2)[CH:6]=[CH:7][CH:8]=1)#[CH:2].Cl[Sn]Cl. The catalyst is C(OCC)(=O)C. The product is [C:1]([C:3]1[CH:4]=[C:5]([NH:9][C:10]2[C:19]3[C:14](=[CH:15][C:16]([NH2:20])=[CH:17][CH:18]=3)[N:13]=[CH:12][N:11]=2)[CH:6]=[CH:7][CH:8]=1)#[CH:2]. The yield is 0.860. (2) The reactants are [C:1]([O:7][CH2:8][CH3:9])(=[O:6])[CH2:2][C:3]([OH:5])=O.N1C=CC=CC=1C1C=CC=CN=1.[Li]CCCC.[CH3:27][C:28](C)([CH:32]=[CH2:33])[C:29](Cl)=O. The catalyst is C1COCC1.CCOCC. The product is [CH2:8]([O:7][C:1](=[O:6])[CH2:2][C:3](=[O:5])[C:28]([CH3:29])([CH3:27])[CH:32]=[CH2:33])[CH3:9]. The yield is 0.980. (3) The reactants are [CH3:1][CH2:2][CH2:3][CH2:4][CH2:5][CH3:6].[CH2:7]([Li])[CH2:8][CH2:9][CH3:10].C1(C2C=CC=CC=2)C=CC=CC=1NC1C=[CH:22][S:21]C=1C1C=CC=CC=1.[CH3:36][CH2:37][CH2:38][CH2:39][CH2:40]CC.[B:43](Cl)(Cl)Cl.[Cl-].[Cl-].[Cl-].[Al+3].C[C:52]1([CH3:60])[CH2:57][CH2:56][CH2:55][C:54](C)(C)[NH:53]1.CCCCCCCC. The catalyst is C1(C)C=CC=CC=1. The product is [CH:8]1[C:9]2[C:10]3=[C:36]4[B:43]([C:3]5[CH:2]=[CH:1][CH:6]=[CH:5][C:4]=5[C:60]3=[C:52]3[N:53]([CH:54]=[CH:55][CH:56]=[CH:57]3)[C:22]=2[S:21][CH:7]=1)[CH:40]=[CH:39][CH:38]=[CH:37]4. The yield is 0.0400. (4) The catalyst is C(O)(=O)C. The yield is 0.750. The product is [F:11][C:8]1[CH:7]=[CH:6][C:5]([CH2:4][NH:3][O:2][CH3:1])=[CH:10][CH:9]=1. The reactants are [CH3:1][O:2][N:3]=[CH:4][C:5]1[CH:10]=[CH:9][C:8]([F:11])=[CH:7][CH:6]=1.C([BH3-])#N.[Na+]. (5) The reactants are C(Cl)CCl.[NH2:5][C:6]1[N:11]=[CH:10][C:9]([CH:12]=[CH:13][C:14]([OH:16])=O)=[CH:8][CH:7]=1.[CH3:17][NH:18][CH2:19][C:20]1[NH:21][C:22]2[C:27]([CH:28]=1)=[CH:26][CH:25]=[CH:24][CH:23]=2.C1C=CC2N(O)N=NC=2C=1.O.C(N(C(C)C)CC)(C)C. The catalyst is CN(C=O)C. The product is [NH2:5][C:6]1[N:11]=[CH:10][C:9](/[CH:12]=[CH:13]/[C:14]([N:18]([CH2:19][C:20]2[NH:21][C:22]3[C:27]([CH:28]=2)=[CH:26][CH:25]=[CH:24][CH:23]=3)[CH3:17])=[O:16])=[CH:8][CH:7]=1. The yield is 0.680. (6) The reactants are [F:1][C:2]1[CH:7]=[CH:6][C:5]([CH2:8][CH:9]([C:13]2[CH:18]=[CH:17][C:16]([S:19]([CH3:22])(=[O:21])=[O:20])=[CH:15][CH:14]=2)[C:10]([OH:12])=O)=[CH:4][CH:3]=1.[CH3:23][S:24][C:25]1[N:26]=[CH:27][C:28]([NH2:31])=[N:29][CH:30]=1.CCN=C=NCCCN(C)C.Cl. The catalyst is C(Cl)Cl.CN(C1C=CN=CC=1)C. The product is [F:1][C:2]1[CH:3]=[CH:4][C:5]([CH2:8][CH:9]([C:13]2[CH:14]=[CH:15][C:16]([S:19]([CH3:22])(=[O:20])=[O:21])=[CH:17][CH:18]=2)[C:10]([NH:31][C:28]2[CH:27]=[N:26][C:25]([S:24][CH3:23])=[CH:30][N:29]=2)=[O:12])=[CH:6][CH:7]=1. The yield is 0.620. (7) The catalyst is CS(C)=O. The product is [CH3:33][S:30]([N:34]1[CH2:39][CH2:38][N:37]([C:2]2[N:3]([CH2:24][CH:25]3[CH2:29][CH2:28][O:27][CH2:26]3)[C:4]3[C:9]([N:10]=2)=[C:8]([N:11]2[CH2:12][CH2:13][O:14][CH2:15][CH2:16]2)[N:7]=[C:6]([C:17]2[CH:22]=[N:21][C:20]([NH2:23])=[N:19][CH:18]=2)[N:5]=3)[CH2:36][CH2:35]1)(=[O:32])=[O:31]. The reactants are Cl[C:2]1[N:3]([CH2:24][CH:25]2[CH2:29][CH2:28][O:27][CH2:26]2)[C:4]2[C:9]([N:10]=1)=[C:8]([N:11]1[CH2:16][CH2:15][O:14][CH2:13][CH2:12]1)[N:7]=[C:6]([C:17]1[CH:18]=[N:19][C:20]([NH2:23])=[N:21][CH:22]=1)[N:5]=2.[S:30]([N:34]1[CH2:39][CH2:38][NH:37][CH2:36][CH2:35]1)([CH3:33])(=[O:32])=[O:31]. The yield is 0.450. (8) The reactants are Br[CH2:2][C:3]1[CH:4]=[C:5]([CH:10]=[C:11]([I:13])[CH:12]=1)[C:6]([O:8][CH3:9])=[O:7].C(=O)([O-])[O-].[K+].[K+].[NH:20]1[CH:24]=[CH:23][N:22]=[CH:21]1. The catalyst is CN(C)C=O.O. The product is [N:20]1([CH2:2][C:3]2[CH:4]=[C:5]([CH:10]=[C:11]([I:13])[CH:12]=2)[C:6]([O:8][CH3:9])=[O:7])[CH:24]=[CH:23][N:22]=[CH:21]1. The yield is 0.510.